This data is from Reaction yield outcomes from USPTO patents with 853,638 reactions. The task is: Predict the reaction yield, written as a fraction of the theoretical maximum amount of product (1.0 means a 100% yield; for example, 0.34 means a 34% yield). (1) The reactants are [CH3:1][C:2]([CH3:23])([C:13](=[O:22])[CH:14]=[CH:15][C:16]1[CH:21]=[CH:20][CH:19]=[CH:18][CH:17]=1)[C:3](=[O:12])[CH:4]=[CH:5][C:6]1[CH:11]=[CH:10][CH:9]=[CH:8][CH:7]=1. The catalyst is [Pd].C(OCC)(=O)C. The product is [CH3:1][C:2]([CH3:23])([C:3](=[O:12])[CH2:4][CH2:5][C:6]1[CH:7]=[CH:8][CH:9]=[CH:10][CH:11]=1)[C:13](=[O:22])[CH2:14][CH2:15][C:16]1[CH:21]=[CH:20][CH:19]=[CH:18][CH:17]=1. The yield is 0.800. (2) The reactants are C([O:3][CH2:4][CH2:5][O:6][NH:7][C:8]([C:10]1[N:18]([CH3:19])[C:17]2[CH:16]=[CH:15][N:14]=[N:13][C:12]=2[C:11]=1[NH:20][C:21]1[CH:26]=[CH:25][C:24]([I:27])=[CH:23][C:22]=1[F:28])=[O:9])=C. The catalyst is CO.Cl. The product is [OH:3][CH2:4][CH2:5][O:6][NH:7][C:8]([C:10]1[N:18]([CH3:19])[C:17]2[CH:16]=[CH:15][N:14]=[N:13][C:12]=2[C:11]=1[NH:20][C:21]1[CH:26]=[CH:25][C:24]([I:27])=[CH:23][C:22]=1[F:28])=[O:9]. The yield is 0.520. (3) The reactants are [C:1]([C:4]1[C:22](=[O:23])[C@@:8]2([CH3:24])[C:9]3[C:15]([OH:16])=[CH:14][C:13]([O:17][CH3:18])=[C:12]([C:19]([NH2:21])=[O:20])[C:10]=3[O:11][C:7]2=[CH:6][C:5]=1[OH:25])(=[O:3])[CH3:2].[Cl:26][C:27]1[CH:32]=[C:31]([Cl:33])[CH:30]=[CH:29][C:28]=1[S:34]([NH:37][C:38]1[CH:45]=[C:44]([CH3:46])[C:41]([CH:42]=O)=[C:40]([CH3:47])[CH:39]=1)(=[O:36])=[O:35].C([SiH](CC)CC)C.FC(F)(F)C(O)=O. The catalyst is C(#N)C. The product is [C:1]([C:4]1[C:22](=[O:23])[C@@:8]2([CH3:24])[C:9]3[C:15]([OH:16])=[CH:14][C:13]([O:17][CH3:18])=[C:12]([C:19]([NH:21][CH2:42][C:41]4[C:44]([CH3:46])=[CH:45][C:38]([NH:37][S:34]([C:28]5[CH:29]=[CH:30][C:31]([Cl:33])=[CH:32][C:27]=5[Cl:26])(=[O:36])=[O:35])=[CH:39][C:40]=4[CH3:47])=[O:20])[C:10]=3[O:11][C:7]2=[CH:6][C:5]=1[OH:25])(=[O:3])[CH3:2]. The yield is 0.320. (4) The reactants are Cl[C:2]1[CH:3]=[C:4]([C:17]2[N:25]=[C:24]([CH3:26])[N:23]=[C:22]3[C:18]=2[N:19]=[CH:20][N:21]3C2CCCCO2)[C:5]([NH:8][C:9]2[CH:10]=[N:11][C:12]([O:15][CH3:16])=[CH:13][CH:14]=2)=[N:6][CH:7]=1.[CH3:33][O:34][CH2:35][CH2:36][NH2:37].CC(C)([O-])C.[Na+].C(P(C(C)(C)C)C1C=CC=CC=1C1C(C(C)C)=CC(C(C)C)=CC=1C(C)C)(C)(C)C.Cl. The catalyst is C1COCC1.O.CO.C1C=CC(/C=C/C(/C=C/C2C=CC=CC=2)=O)=CC=1.C1C=CC(/C=C/C(/C=C/C2C=CC=CC=2)=O)=CC=1.C1C=CC(/C=C/C(/C=C/C2C=CC=CC=2)=O)=CC=1.[Pd].[Pd]. The product is [CH3:33][O:34][CH2:35][CH2:36][NH:37][C:2]1[CH:3]=[C:4]([C:17]2[N:25]=[C:24]([CH3:26])[N:23]=[C:22]3[C:18]=2[N:19]=[CH:20][NH:21]3)[C:5]([NH:8][C:9]2[CH:10]=[N:11][C:12]([O:15][CH3:16])=[CH:13][CH:14]=2)=[N:6][CH:7]=1. The yield is 0.259. (5) The reactants are N([O-])=O.[Na+].Cl.C(O)(=O)C.[CH:10]([C@@H:14]1[N:19]([CH3:20])[CH2:18][CH2:17][N:16]([C:21]([C:23]2[N:28]=[N:27][C:26]([C:29]([NH:31]N)=[O:30])=[C:25]([CH2:33][CH:34]([CH3:36])[CH3:35])[CH:24]=2)=[O:22])[CH2:15]1)([CH2:12][CH3:13])[CH3:11].C(=O)(O)[O-].[Na+].N[C@H:43]([CH2:47][OH:48])[CH:44]([CH3:46])[CH3:45]. The catalyst is O. The product is [OH:48][CH2:47][C@@H:43]([NH:31][C:29]([C:26]1[N:27]=[N:28][C:23]([C:21]([N:16]2[CH2:17][CH2:18][N:19]([CH3:20])[C@@H:14]([CH:10]([CH2:12][CH3:13])[CH3:11])[CH2:15]2)=[O:22])=[CH:24][C:25]=1[CH2:33][CH:34]([CH3:36])[CH3:35])=[O:30])[CH:44]([CH3:46])[CH3:45]. The yield is 0.860. (6) The reactants are [ClH:1].[CH2:2]([C@H:4]1[C@H:18]([NH:19]C(=O)OC(C)(C)C)[C:17](=[O:27])[N:16]2[CH2:28][C@H:29]([O:31][C:32]3[C:41]4[C:36](=[CH:37][CH:38]=[C:39]([F:42])[CH:40]=4)[C:35]([O:43][CH3:44])=[CH:34][N:33]=3)[CH2:30][C@H:15]2[C:14](=[O:45])[NH:13][C@:12]2([C:47](=[O:56])[NH:48][S:49]([C:52]3([CH3:55])[CH2:54][CH2:53]3)(=[O:51])=[O:50])[CH2:46][C@H:11]2[CH:10]=[CH:9][CH2:8][CH2:7][C@@H:6]([CH3:57])[CH2:5]1)[CH3:3]. The catalyst is O1CCOCC1. The product is [ClH:1].[NH2:19][C@@H:18]1[C:17](=[O:27])[N:16]2[CH2:28][C@H:29]([O:31][C:32]3[C:41]4[C:36](=[CH:37][CH:38]=[C:39]([F:42])[CH:40]=4)[C:35]([O:43][CH3:44])=[CH:34][N:33]=3)[CH2:30][C@H:15]2[C:14](=[O:45])[NH:13][C@:12]2([C:47]([NH:48][S:49]([C:52]3([CH3:55])[CH2:53][CH2:54]3)(=[O:50])=[O:51])=[O:56])[CH2:46][C@H:11]2[CH:10]=[CH:9][CH2:8][CH2:7][C@@H:6]([CH3:57])[CH2:5][C@H:4]1[CH2:2][CH3:3]. The yield is 0.697. (7) The reactants are [H-].[Al+3].[Li+].[H-].[H-].[H-].[F:7][C:8]1[CH:9]=[C:10]([CH:21]=[CH:22][CH:23]=1)[CH2:11][O:12][C:13]1[CH:20]=[CH:19][C:16]([C:17]#[N:18])=[CH:15][CH:14]=1.CO.[Cl-].[NH4+]. The catalyst is O1CCCC1.O. The product is [F:7][C:8]1[CH:9]=[C:10]([CH:21]=[CH:22][CH:23]=1)[CH2:11][O:12][C:13]1[CH:20]=[CH:19][C:16]([CH2:17][NH2:18])=[CH:15][CH:14]=1. The yield is 0.440. (8) The reactants are [C:1]1([S:7]([Cl:10])(=[O:9])=[O:8])[CH:6]=[CH:5][CH:4]=[CH:3][CH:2]=1.Cl.Cl.[CH2:13]1[C:23]2=[C:24]3[C:19](=[CH:20][CH:21]=[CH:22]2)[CH2:18][CH2:17][N:16]([CH2:25][CH2:26][CH2:27][NH:28][C:29]2[CH:30]=[C:31]([CH3:35])[CH:32]=[CH:33][CH:34]=2)[CH:15]3[CH2:14]1.CCN(C(C)C)C(C)C. The yield is 0.360. The product is [ClH:10].[CH2:13]1[C:23]2=[C:24]3[C:19](=[CH:20][CH:21]=[CH:22]2)[CH2:18][CH2:17][N:16]([CH2:25][CH2:26][CH2:27][N:28]([C:29]2[CH:30]=[C:31]([CH3:35])[CH:32]=[CH:33][CH:34]=2)[S:7]([C:1]2[CH:6]=[CH:5][CH:4]=[CH:3][CH:2]=2)(=[O:9])=[O:8])[CH:15]3[CH2:14]1. The catalyst is C(Cl)Cl. (9) The reactants are [CH3:1][O:2][C:3]([NH:5][C@H:6]([C:11]([N:13]1[C@@H:17]([CH3:18])[CH2:16][CH2:15][C@H:14]1[C:19]1[NH:20][C:21]([C:24]2[CH:29]=[C:28]3[CH2:30][O:31][C:32]4[CH:59]=[C:58]5[C:35]([CH:36]=[CH:37][C:38]6[N:42]=[C:41]([C@@H:43]7[CH2:47][C@H:46]([CH2:48][O:49][CH3:50])[CH2:45][N:44]7[C:51]([O:53]C(C)(C)C)=O)[NH:40][C:39]=65)=[CH:34][C:33]=4[C:27]3=[CH:26][CH:25]=2)=[CH:22][N:23]=1)=[O:12])[C@H:7]([CH2:9][CH3:10])[CH3:8])=[O:4].Cl.[CH3:61][O:62][C:63]([NH:65][C@H:66]([C:70]1[CH:75]=[CH:74][CH:73]=[CH:72][CH:71]=1)C(O)=O)=[O:64].CCN(C(C)C)C(C)C.CCOC(C(C#N)=NOC(N1CCOCC1)=[N+](C)C)=O.F[P-](F)(F)(F)(F)F. The catalyst is C(Cl)Cl.CO. The product is [CH3:1][O:2][C:3]([NH:5][C@@H:6]([C@@H:7]([CH3:8])[CH2:9][CH3:10])[C:11]([N:13]1[C@@H:17]([CH3:18])[CH2:16][CH2:15][C@H:14]1[C:19]1[NH:20][C:21]([C:24]2[CH:29]=[C:28]3[CH2:30][O:31][C:32]4[CH:59]=[C:58]5[C:35]([CH:36]=[CH:37][C:38]6[N:42]=[C:41]([C@@H:43]7[CH2:47][C@H:46]([CH2:48][O:49][CH3:50])[CH2:45][N:44]7[C:51](=[O:53])[C@H:66]([NH:65][C:63](=[O:64])[O:62][CH3:61])[C:70]7[CH:75]=[CH:74][CH:73]=[CH:72][CH:71]=7)[NH:40][C:39]=65)=[CH:34][C:33]=4[C:27]3=[CH:26][CH:25]=2)=[CH:22][N:23]=1)=[O:12])=[O:4]. The yield is 0.410.